Dataset: Reaction yield outcomes from USPTO patents with 853,638 reactions. Task: Predict the reaction yield, written as a fraction of the theoretical maximum amount of product (1.0 means a 100% yield; for example, 0.34 means a 34% yield). (1) The catalyst is CN(C)C=O. The product is [Cl:10][C:7]1[CH:6]=[C:3]2[C:2](=[CH:9][CH:8]=1)[NH:1][CH:19]([C:18]([F:17])([F:27])[F:26])[C:20]([C:21]([O:23][CH2:24][CH3:25])=[O:22])=[CH:4]2. The yield is 0.560. The reactants are [NH2:1][C:2]1[CH:9]=[CH:8][C:7]([Cl:10])=[CH:6][C:3]=1[CH:4]=O.C(=O)([O-])[O-].[K+].[K+].[F:17][C:18]([F:27])([F:26])/[CH:19]=[CH:20]/[C:21]([O:23][CH2:24][CH3:25])=[O:22]. (2) The yield is 0.780. The reactants are Cl[C:2]1[CH:3]=[C:4]2[C:9](=[CH:10][N:11]=1)[N:8]=[C:7]([C:12]1[CH:17]=[C:16]([F:18])[CH:15]=[CH:14][C:13]=1[CH3:19])[CH:6]=[C:5]2[CH3:20].[CH:21]1([C:24]([NH2:26])=[O:25])[CH2:23][CH2:22]1.O1CCOCC1.C1(P(C2C=CC=CC=2)C2C3OC4C(=CC=CC=4P(C4C=CC=CC=4)C4C=CC=CC=4)C(C)(C)C=3C=CC=2)C=CC=CC=1.C(=O)([O-])[O-].[Cs+].[Cs+]. The catalyst is C(OCC)(=O)C.C([O-])(=O)C.[Pd+2].C([O-])(=O)C. The product is [F:18][C:16]1[CH:15]=[CH:14][C:13]([CH3:19])=[C:12]([C:7]2[CH:6]=[C:5]([CH3:20])[C:4]3[C:9](=[CH:10][N:11]=[C:2]([NH:26][C:24]([CH:21]4[CH2:23][CH2:22]4)=[O:25])[CH:3]=3)[N:8]=2)[CH:17]=1. (3) The reactants are Cl[C:2]1[C:3]2[CH:10]=[CH:9][N:8]([CH2:11][O:12][CH2:13][CH2:14][Si:15]([CH3:18])([CH3:17])[CH3:16])[C:4]=2[N:5]=[CH:6][N:7]=1.[S:19]1[CH:23]=[CH:22][N:21]=[CH:20]1.C([O-])(=O)C.[K+]. The catalyst is CN(C)C(=O)C.C1C=CC([P]([Pd]([P](C2C=CC=CC=2)(C2C=CC=CC=2)C2C=CC=CC=2)([P](C2C=CC=CC=2)(C2C=CC=CC=2)C2C=CC=CC=2)[P](C2C=CC=CC=2)(C2C=CC=CC=2)C2C=CC=CC=2)(C2C=CC=CC=2)C2C=CC=CC=2)=CC=1. The product is [S:19]1[C:23]([C:2]2[C:3]3[CH:10]=[CH:9][N:8]([CH2:11][O:12][CH2:13][CH2:14][Si:15]([CH3:18])([CH3:17])[CH3:16])[C:4]=3[N:5]=[CH:6][N:7]=2)=[CH:22][N:21]=[CH:20]1. The yield is 0.640. (4) The reactants are C[O:2][C:3](=[O:25])[C:4]1[CH:9]=[CH:8][C:7]([O:10][CH2:11][C:12]2[C:13]([C:18]3[CH:23]=[CH:22][CH:21]=[C:20]([Cl:24])[CH:19]=3)=[N:14][O:15][C:16]=2[CH3:17])=[N:6][CH:5]=1.COC(=O)C1C=CC(OCC2C(C3C=CC=C(F)C=3)=NOC=2C)=NC=1. No catalyst specified. The product is [Cl:24][C:20]1[CH:19]=[C:18]([C:13]2[C:12]([CH2:11][O:10][C:7]3[CH:8]=[CH:9][C:4]([C:3]([OH:25])=[O:2])=[CH:5][N:6]=3)=[C:16]([CH3:17])[O:15][N:14]=2)[CH:23]=[CH:22][CH:21]=1. The yield is 0.840. (5) The reactants are [Cl:1][C:2]1[CH:31]=[CH:30][C:5]2[C:6]3[N:15]=[C:14]([NH:16][C:17]4[CH:18]=[CH:19][C:20]([NH:23]C(=O)C(C)(C)C)=[N:21][CH:22]=4)[N:13]=[CH:12][C:7]=3[CH2:8][C:9](=[O:11])[NH:10][C:4]=2[CH:3]=1.Cl.C([O-])([O-])=O.[K+].[K+]. The product is [NH2:23][C:20]1[N:21]=[CH:22][C:17]([NH:16][C:14]2[N:13]=[CH:12][C:7]3[CH2:8][C:9](=[O:11])[NH:10][C:4]4[CH:3]=[C:2]([Cl:1])[CH:31]=[CH:30][C:5]=4[C:6]=3[N:15]=2)=[CH:18][CH:19]=1. The yield is 0.710. The catalyst is C1COCC1.CO.O.